Dataset: Reaction yield outcomes from USPTO patents with 853,638 reactions. Task: Predict the reaction yield, written as a fraction of the theoretical maximum amount of product (1.0 means a 100% yield; for example, 0.34 means a 34% yield). (1) The reactants are [O:1]=[C:2](Cl)OC(Cl)(Cl)Cl.C1(C)C=CC=CC=1.O1CCCC1.[NH2:21][C@H:22]([C:45]1[CH:50]=[CH:49][C:48]([O:51][CH3:52])=[CH:47][CH:46]=1)[C:23]([NH:25][C@@H:26]([C@H:37]([C:39]1[CH:44]=[CH:43][CH:42]=[CH:41][CH:40]=1)[CH3:38])[C:27]([NH:29][C:30]1[CH:35]=[CH:34][C:33]([Br:36])=[CH:32][CH:31]=1)=[O:28])=[O:24].C(N(CC)C(C)C)(C)C. The catalyst is O1CCCC1.O. The product is [Br:36][C:33]1[CH:34]=[CH:35][C:30]([NH:29][C:27](=[O:28])[C@@H:26]([N:25]2[C:23](=[O:24])[C@@H:22]([C:45]3[CH:50]=[CH:49][C:48]([O:51][CH3:52])=[CH:47][CH:46]=3)[NH:21][C:2]2=[O:1])[C@H:37]([C:39]2[CH:44]=[CH:43][CH:42]=[CH:41][CH:40]=2)[CH3:38])=[CH:31][CH:32]=1. The yield is 0.690. (2) The reactants are [CH:1]1([C:4]2[NH:8][N:7]=[C:6]([NH:9][C:10]3[C:15]([N+:16]([O-])=O)=[CH:14][N:13]=[C:12]([C:19]4[CH:24]=[CH:23][CH:22]=[CH:21][N:20]=4)[N:11]=3)[CH:5]=2)[CH2:3][CH2:2]1.[NH4+].[Cl-]. The catalyst is C(O)C.[Fe]. The product is [CH:1]1([C:4]2[NH:8][N:7]=[C:6]([NH:9][C:10]3[C:15]([NH2:16])=[CH:14][N:13]=[C:12]([C:19]4[CH:24]=[CH:23][CH:22]=[CH:21][N:20]=4)[N:11]=3)[CH:5]=2)[CH2:3][CH2:2]1. The yield is 0.850. (3) The reactants are [C:1](#[N:4])[CH:2]=[CH2:3].[NH2:5][C:6]([CH3:11])([CH3:10])[C:7]([OH:9])=[O:8].[OH-].[Na+].CC(O)=O. The catalyst is O. The product is [C:1]([CH2:2][CH2:3][NH:5][C:6]([CH3:11])([CH3:10])[C:7]([OH:9])=[O:8])#[N:4]. The yield is 0.800. (4) The reactants are [Br:1][C:2]1[C:14]([Cl:15])=[CH:13][C:12]([C:16](=[O:18])[NH2:17])=[C:11]2[C:3]=1[C:4]1[CH:5]=[CH:6][C:7](C(OCC)=O)=[CH:8][C:9]=1[NH:10]2.[CH3:24][Li].[NH4+].[Cl-].O.[CH2:29]1[CH2:33][O:32]CC1. No catalyst specified. The product is [Br:1][C:2]1[C:3]2[C:4]3[C:9](=[CH:8][C:7]([C:33]([OH:32])([CH3:29])[CH3:24])=[CH:6][CH:5]=3)[NH:10][C:11]=2[C:12]([C:16]([NH2:17])=[O:18])=[CH:13][C:14]=1[Cl:15]. The yield is 0.780. (5) The reactants are [CH2:1]([N:6]=[C:7]=[S:8])[CH2:2][CH2:3][CH2:4][CH3:5].[NH3:9]. The catalyst is CO. The product is [CH2:1]([NH:6][C:7]([NH2:9])=[S:8])[CH2:2][CH2:3][CH2:4][CH3:5]. The yield is 0.884.